Regression. Given two drug SMILES strings and cell line genomic features, predict the synergy score measuring deviation from expected non-interaction effect. From a dataset of NCI-60 drug combinations with 297,098 pairs across 59 cell lines. (1) Drug 1: CC1=C2C(C(=O)C3(C(CC4C(C3C(C(C2(C)C)(CC1OC(=O)C(C(C5=CC=CC=C5)NC(=O)OC(C)(C)C)O)O)OC(=O)C6=CC=CC=C6)(CO4)OC(=O)C)OC)C)OC. Drug 2: COC1=CC(=CC(=C1O)OC)C2C3C(COC3=O)C(C4=CC5=C(C=C24)OCO5)OC6C(C(C7C(O6)COC(O7)C8=CC=CS8)O)O. Cell line: SF-268. Synergy scores: CSS=32.5, Synergy_ZIP=-9.50, Synergy_Bliss=-10.7, Synergy_Loewe=-9.15, Synergy_HSA=-4.94. (2) Drug 1: CCC1=CC2CC(C3=C(CN(C2)C1)C4=CC=CC=C4N3)(C5=C(C=C6C(=C5)C78CCN9C7C(C=CC9)(C(C(C8N6C)(C(=O)OC)O)OC(=O)C)CC)OC)C(=O)OC.C(C(C(=O)O)O)(C(=O)O)O. Drug 2: CCCS(=O)(=O)NC1=C(C(=C(C=C1)F)C(=O)C2=CNC3=C2C=C(C=N3)C4=CC=C(C=C4)Cl)F. Cell line: NCI-H226. Synergy scores: CSS=45.8, Synergy_ZIP=0.217, Synergy_Bliss=0.219, Synergy_Loewe=-12.2, Synergy_HSA=-1.19.